Task: Predict the reactants needed to synthesize the given product.. Dataset: Full USPTO retrosynthesis dataset with 1.9M reactions from patents (1976-2016) Given the product [CH2:16]([O:23][C:24]1[S:28][N:27]=[C:26]([S:29][CH2:1][O:4][C:5](=[O:7])[CH3:6])[N:25]=1)[C:17]1[CH:18]=[CH:19][CH:20]=[CH:21][CH:22]=1, predict the reactants needed to synthesize it. The reactants are: [C:1]([O:4][C:5](=[O:7])[CH3:6])(=O)C.N1C(C)=CC=CC=1C.[CH2:16]([O:23][C:24]1[S:28][N:27]=[C:26]([S:29](C)=O)[N:25]=1)[C:17]1[CH:22]=[CH:21][CH:20]=[CH:19][CH:18]=1.C(=O)([O-])O.[Na+].